Dataset: Reaction yield outcomes from USPTO patents with 853,638 reactions. Task: Predict the reaction yield, written as a fraction of the theoretical maximum amount of product (1.0 means a 100% yield; for example, 0.34 means a 34% yield). (1) The product is [Br:36][CH2:37][C:38]1[CH:43]=[CH:42][C:41]([CH2:44][C@H:11]([C:12]([O:14][C:15]([CH3:16])([CH3:18])[CH3:17])=[O:13])[CH2:10][C@@H:9]([C:19]([O:21][C:22]([CH3:25])([CH3:24])[CH3:23])=[O:20])[NH:8][C:6]([O:5][C:1]([CH3:4])([CH3:2])[CH3:3])=[O:7])=[CH:40][CH:39]=1. The catalyst is O1CCCC1. The reactants are [C:1]([O:5][C:6]([NH:8][C@H:9]([C:19]([O:21][C:22]([CH3:25])([CH3:24])[CH3:23])=[O:20])[CH2:10][CH2:11][C:12]([O:14][C:15]([CH3:18])([CH3:17])[CH3:16])=[O:13])=[O:7])([CH3:4])([CH3:3])[CH3:2].C[Si]([N-][Si](C)(C)C)(C)C.[Li+].[Br:36][CH2:37][C:38]1[CH:43]=[CH:42][C:41]([CH2:44]Br)=[CH:40][CH:39]=1.Cl. The yield is 0.110. (2) The reactants are C[O:2][C:3]1[CH:12]=[CH:11][C:10]2[C:5](=[C:6]3[CH:20]=[CH:19][CH:18]=[CH:17][C:7]3=[C:8]3[CH:16]=[CH:15][CH:14]=[CH:13][C:9]3=2)[N:4]=1.Cl.N1C=CC=CC=1. The catalyst is O. The product is [OH:2][C:3]1[CH:12]=[CH:11][C:10]2[C:5](=[C:6]3[CH:20]=[CH:19][CH:18]=[CH:17][C:7]3=[C:8]3[CH:16]=[CH:15][CH:14]=[CH:13][C:9]3=2)[N:4]=1. The yield is 0.960.